Predict the product of the given reaction. From a dataset of Forward reaction prediction with 1.9M reactions from USPTO patents (1976-2016). Given the reactants CCN=C=NCCCN(C)C.C1C=CC2N(O)N=NC=2C=1.[F:22][C:23]1[CH:41]=[C:40]([I:42])[CH:39]=[CH:38][C:24]=1[CH2:25][N:26]1[C:30]2=[CH:31][N:32]=[CH:33][CH:34]=[C:29]2[CH:28]=[C:27]1[C:35]([O-])=[O:36].[Na+].[CH3:44][C:45]1([CH3:53])[O:49][C@@H:48]([CH2:50][O:51][NH2:52])[CH2:47][O:46]1.CCN(C(C)C)C(C)C, predict the reaction product. The product is: [CH3:44][C:45]1([CH3:53])[O:49][C@@H:48]([CH2:50][O:51][NH:52][C:35]([C:27]2[N:26]([CH2:25][C:24]3[CH:38]=[CH:39][C:40]([I:42])=[CH:41][C:23]=3[F:22])[C:30]3=[CH:31][N:32]=[CH:33][CH:34]=[C:29]3[CH:28]=2)=[O:36])[CH2:47][O:46]1.